Dataset: Forward reaction prediction with 1.9M reactions from USPTO patents (1976-2016). Task: Predict the product of the given reaction. (1) Given the reactants [CH:1]1(/[CH:4]=[C:5](\[CH2:10][CH2:11][CH2:12][CH2:13][CH3:14])/[C:6](OC)=[O:7])[CH2:3][CH2:2]1.[Cl-].[NH4+:16], predict the reaction product. The product is: [CH:1]1(/[CH:4]=[C:5](\[CH2:10][CH2:11][CH2:12][CH2:13][CH3:14])/[C:6]([NH2:16])=[O:7])[CH2:3][CH2:2]1. (2) The product is: [F:40][C:41]([F:46])([F:45])[C:42]([OH:44])=[O:43].[NH2:27][C@@H:12]1[CH2:11][C:10]2[N:9]=[CH:8][C:7]([NH:6][C:4](=[O:5])[C:3]3[C:35]([Cl:39])=[CH:36][CH:37]=[CH:38][C:2]=3[Cl:1])=[CH:16][C:15]=2[N:14]([S:17]([C:20]2[CH:21]=[C:22]([CH3:26])[CH:23]=[CH:24][CH:25]=2)(=[O:18])=[O:19])[CH2:13]1. Given the reactants [Cl:1][C:2]1[CH:38]=[CH:37][CH:36]=[C:35]([Cl:39])[C:3]=1[C:4]([NH:6][C:7]1[CH:16]=[C:15]2[C:10]([CH2:11][C@@H:12]([NH:27]C(=O)OC(C)(C)C)[CH2:13][N:14]2[S:17]([C:20]2[CH:21]=[C:22]([CH3:26])[CH:23]=[CH:24][CH:25]=2)(=[O:19])=[O:18])=[N:9][CH:8]=1)=[O:5].[F:40][C:41]([F:46])([F:45])[C:42]([OH:44])=[O:43], predict the reaction product. (3) The product is: [Br:12][C:10]1[C:9]2[C:4](=[C:5]([Br:22])[CH:6]=[C:7]([C:13]([C:15]3[CH:20]=[CH:19][C:18]([Cl:21])=[CH:17][CH:16]=3)=[O:14])[CH:8]=2)[N:3]=[C:2]([O:30][CH3:32])[CH:11]=1. Given the reactants Br[C:2]1[CH:11]=[C:10]([Br:12])[C:9]2[C:4](=[C:5]([Br:22])[CH:6]=[C:7]([C:13]([C:15]3[CH:20]=[CH:19][C:18]([Cl:21])=[CH:17][CH:16]=3)=[O:14])[CH:8]=2)[N:3]=1.C1(C)C=CC=CC=1.[O:30]([CH3:32])[Na], predict the reaction product. (4) Given the reactants [CH2:1]([C@@H:6]1[CH2:10][CH2:9][CH2:8][C@H:7]1[OH:11])[CH2:2][CH2:3][CH:4]=[CH2:5].[CH2:12]1[C:17](=[O:18])[N:16]([O:19][C:20](ON2C(=O)CCC2=O)=[O:21])[C:14](=[O:15])[CH2:13]1.CCN(CC)CC, predict the reaction product. The product is: [CH2:1]([C@@H:6]1[CH2:10][CH2:9][CH2:8][C@H:7]1[O:11][C:20]([O:19][N:16]1[C:17](=[O:18])[CH2:12][CH2:13][C:14]1=[O:15])=[O:21])[CH2:2][CH2:3][CH:4]=[CH2:5].